From a dataset of Catalyst prediction with 721,799 reactions and 888 catalyst types from USPTO. Predict which catalyst facilitates the given reaction. (1) Reactant: [Br:1][C:2]1[CH:7]=[CH:6][C:5]([C:8]2[CH:16]=[CH:15][CH:14]=[C:13]3[C:9]=2[CH2:10][C:11](=[O:17])[NH:12]3)=[CH:4][CH:3]=1.[N:18]1([CH2:23][CH2:24][NH:25][C:26]([C:28]2[C:32]([CH3:33])=[C:31]([CH:34]=O)[NH:30][C:29]=2[CH3:36])=[O:27])[CH:22]=[CH:21][N:20]=[N:19]1. Product: [N:18]1([CH2:23][CH2:24][NH:25][C:26]([C:28]2[C:32]([CH3:33])=[C:31]([CH:34]=[C:10]3[C:9]4[C:13](=[CH:14][CH:15]=[CH:16][C:8]=4[C:5]4[CH:4]=[CH:3][C:2]([Br:1])=[CH:7][CH:6]=4)[NH:12][C:11]3=[O:17])[NH:30][C:29]=2[CH3:36])=[O:27])[CH:22]=[CH:21][N:20]=[N:19]1. The catalyst class is: 360. (2) Reactant: [CH3:1][CH:2]([CH3:34])[CH:3]([NH:16][CH2:17][C:18]1[C:23]([N+:24]([O-])=O)=[CH:22][N:21]=[C:20]([O:27][C:28]2[CH:33]=[CH:32][CH:31]=[CH:30][CH:29]=2)[CH:19]=1)[C:4]([N:6]([CH3:15])[CH2:7][CH2:8][C:9]1[CH:14]=[CH:13][CH:12]=[CH:11][CH:10]=1)=[O:5].C(O)C. Product: [NH2:24][C:23]1[C:18]([CH2:17][NH:16][CH:3]([CH:2]([CH3:34])[CH3:1])[C:4]([N:6]([CH3:15])[CH2:7][CH2:8][C:9]2[CH:14]=[CH:13][CH:12]=[CH:11][CH:10]=2)=[O:5])=[CH:19][C:20]([O:27][C:28]2[CH:29]=[CH:30][CH:31]=[CH:32][CH:33]=2)=[N:21][CH:22]=1. The catalyst class is: 153. (3) Product: [CH2:1]([O:3][C:4](=[O:21])[CH:5]([C:12]1[CH:17]=[CH:16][C:15]([NH2:18])=[CH:14][CH:13]=1)[CH2:6][CH:7]1[CH2:8][CH2:9][CH2:10][CH2:11]1)[CH3:2]. The catalyst class is: 78. Reactant: [CH2:1]([O:3][C:4](=[O:21])[CH:5]([C:12]1[CH:17]=[CH:16][C:15]([N+:18]([O-])=O)=[CH:14][CH:13]=1)[CH2:6][CH:7]1[CH2:11][CH2:10][CH2:9][CH2:8]1)[CH3:2].[H][H]. (4) Reactant: [CH3:1][O:2][C:3]1[CH:4]=[C:5]([CH:7]=[CH:8][C:9]=1[S:10]([CH2:12][CH2:13][O:14][CH2:15][CH2:16][O:17][CH2:18][CH2:19][O:20][CH3:21])=[O:11])[NH2:6].[C:22]([C:26]1[CH:27]=[C:28]([NH:39][C:40]([NH:42][C:43]2[C:52]3[C:47](=[CH:48][CH:49]=[CH:50][CH:51]=3)[C:46]([O:53][C:54]3[CH:59]=[CH:58][N:57]=[C:56](Cl)[CH:55]=3)=[CH:45][CH:44]=2)=[O:41])[C:29]([O:37][CH3:38])=[C:30]([NH:32][S:33]([CH3:36])(=[O:35])=[O:34])[CH:31]=1)([CH3:25])([CH3:24])[CH3:23].C([O-])([O-])=O.[K+].[K+].CC(C1C=C(C(C)C)C(C2C(P(C3CCCCC3)C3CCCCC3)=C(OC)C=CC=2OC)=C(C(C)C)C=1)C. Product: [C:22]([C:26]1[CH:27]=[C:28]([NH:39][C:40]([NH:42][C:43]2[C:52]3[C:47](=[CH:48][CH:49]=[CH:50][CH:51]=3)[C:46]([O:53][C:54]3[CH:59]=[CH:58][N:57]=[C:56]([NH:6][C:5]4[CH:7]=[CH:8][C:9]([S:10]([CH2:12][CH2:13][O:14][CH2:15][CH2:16][O:17][CH2:18][CH2:19][O:20][CH3:21])=[O:11])=[C:3]([O:2][CH3:1])[CH:4]=4)[CH:55]=3)=[CH:45][CH:44]=2)=[O:41])[C:29]([O:37][CH3:38])=[C:30]([NH:32][S:33]([CH3:36])(=[O:34])=[O:35])[CH:31]=1)([CH3:25])([CH3:23])[CH3:24]. The catalyst class is: 2. (5) Reactant: [OH-].[Li+].[CH3:3][C:4]([CH3:41])([CH3:40])[C@@H:5]([C:36]([O:38]C)=[O:37])[NH:6][C:7]([C:9]1[CH:14]=[CH:13][C:12]([C:15]2[CH:20]=[CH:19][C:18]([O:21][CH3:22])=[CH:17][CH:16]=2)=[CH:11][C:10]=1[NH:23][C:24]([NH:26][C:27]1[C:32]([Cl:33])=[CH:31][C:30]([Cl:34])=[CH:29][C:28]=1[Cl:35])=[O:25])=[O:8].CO.O. Product: [CH3:3][C:4]([CH3:41])([CH3:40])[C@@H:5]([C:36]([OH:38])=[O:37])[NH:6][C:7]([C:9]1[CH:14]=[CH:13][C:12]([C:15]2[CH:16]=[CH:17][C:18]([O:21][CH3:22])=[CH:19][CH:20]=2)=[CH:11][C:10]=1[NH:23][C:24]([NH:26][C:27]1[C:32]([Cl:33])=[CH:31][C:30]([Cl:34])=[CH:29][C:28]=1[Cl:35])=[O:25])=[O:8]. The catalyst class is: 1. (6) Reactant: Cl.[NH2:2][CH:3]([C:9]([O:11][CH2:12][CH3:13])=[O:10])[C:4]([O:6][CH2:7][CH3:8])=[O:5].N1C=CC=CC=1.[F:20][C:21]1[CH:29]=[CH:28][C:24]([C:25](Cl)=[O:26])=[CH:23][CH:22]=1. Product: [F:20][C:21]1[CH:29]=[CH:28][C:24]([C:25]([NH:2][CH:3]([C:4]([O:6][CH2:7][CH3:8])=[O:5])[C:9]([O:11][CH2:12][CH3:13])=[O:10])=[O:26])=[CH:23][CH:22]=1. The catalyst class is: 9. (7) Reactant: [Cl:1][C:2]1[N:3]=[CH:4][C:5]2[NH:11][C:10](=[O:12])[CH2:9][CH2:8][N:7]([CH:13]3[CH2:17][CH2:16][CH2:15][C:14]3([CH3:19])[CH3:18])[C:6]=2[N:20]=1.IC.[CH3:23]N(C)C(=O)C.[H-].[Na+]. Product: [Cl:1][C:2]1[N:3]=[CH:4][C:5]2[N:11]([CH3:23])[C:10](=[O:12])[CH2:9][CH2:8][N:7]([CH:13]3[CH2:17][CH2:16][CH2:15][C:14]3([CH3:18])[CH3:19])[C:6]=2[N:20]=1. The catalyst class is: 6. (8) Reactant: [CH3:1][N:2]([CH3:19])[CH2:3][CH2:4][O:5][C:6]1[CH:11]=[C:10]([C:12]([F:15])([F:14])[F:13])[CH:9]=[C:8]([N+:16]([O-])=O)[CH:7]=1. Product: [CH3:1][N:2]([CH3:19])[CH2:3][CH2:4][O:5][C:6]1[CH:7]=[C:8]([CH:9]=[C:10]([C:12]([F:13])([F:14])[F:15])[CH:11]=1)[NH2:16]. The catalyst class is: 99. (9) Reactant: C[N:2]1[CH2:6][CH2:5][CH:4]=[CH:3]1.[Li][CH2:8]CCC.[Cl:12][C:13]1[CH:20]=[CH:19][CH:18]=[CH:17][C:14]=1[CH2:15]Br.O. Product: [Cl:12][C:13]1[CH:20]=[CH:19][CH:18]=[CH:17][C:14]=1[CH2:15][CH2:8][C:3]1[CH2:4][CH2:5][CH2:6][N:2]=1. The catalyst class is: 1.